From a dataset of Forward reaction prediction with 1.9M reactions from USPTO patents (1976-2016). Predict the product of the given reaction. (1) Given the reactants [Br:1][C:2]1[C:7]([OH:8])=[CH:6][CH:5]=[CH:4][N:3]=1.Br[CH2:10][C:11]1[CH:16]=[CH:15][CH:14]=[CH:13][CH:12]=1, predict the reaction product. The product is: [CH2:10]([O:8][C:7]1[C:2]([Br:1])=[N:3][CH:4]=[CH:5][CH:6]=1)[C:11]1[CH:16]=[CH:15][CH:14]=[CH:13][CH:12]=1. (2) Given the reactants [C:1]([CH:3]1[CH2:6][N:5]([C:7](=[O:33])[C@H:8]([NH:12][C:13]([C:15]2[C:23]3[C:18](=[N:19][CH:20]=[C:21](Br)[N:22]=3)[N:17]([CH2:25][O:26][CH2:27][CH2:28][Si:29]([CH3:32])([CH3:31])[CH3:30])[CH:16]=2)=[O:14])[CH:9]2[CH2:11][CH2:10]2)[CH2:4]1)#[N:2].[CH3:34][C:35]1[N:36]([C:53]2[CH:58]=[CH:57][CH:56]=[CH:55][CH:54]=2)[CH:37]=[C:38]([Sn](CCCC)(CCCC)CCCC)[N:39]=1.O.C(=O)(O)[O-].[Na+], predict the reaction product. The product is: [C:1]([CH:3]1[CH2:6][N:5]([C:7](=[O:33])[C@H:8]([NH:12][C:13]([C:15]2[C:23]3[C:18](=[N:19][CH:20]=[C:21]([C:38]4[N:39]=[C:35]([CH3:34])[N:36]([C:53]5[CH:58]=[CH:57][CH:56]=[CH:55][CH:54]=5)[CH:37]=4)[N:22]=3)[N:17]([CH2:25][O:26][CH2:27][CH2:28][Si:29]([CH3:32])([CH3:31])[CH3:30])[CH:16]=2)=[O:14])[CH:9]2[CH2:11][CH2:10]2)[CH2:4]1)#[N:2]. (3) The product is: [OH:10][C:5]1[C:4]([CH2:1][CH2:2][CH3:3])=[CH:9][CH:8]=[CH:7][C:6]=1[CH:21]=[O:22]. Given the reactants [CH2:1]([C:4]1[CH:9]=[CH:8][CH:7]=[CH:6][C:5]=1[OH:10])[CH2:2][CH3:3].[Cl-].[Mg+2].[Cl-].C(N(CC)CC)C.[CH2:21]=[O:22].Cl, predict the reaction product. (4) Given the reactants [CH:1]([C:3]1[C:4]([C:23]2[CH:28]=[CH:27][C:26]([CH3:29])=[CH:25][CH:24]=2)=[C:5]([CH2:14][NH:15][C:16](=[O:22])[O:17][C:18]([CH3:21])([CH3:20])[CH3:19])[C:6]([CH2:10][CH:11]([CH3:13])[CH3:12])=[N:7][C:8]=1[CH3:9])=O.[Br:30][C:31]1[CH:45]=[CH:44][CH:43]=[CH:42][C:32]=1[CH2:33]P(=O)(OCC)OCC.C[O-].[Na+], predict the reaction product. The product is: [Br:30][C:31]1[CH:45]=[CH:44][CH:43]=[CH:42][C:32]=1/[CH:33]=[CH:1]/[C:3]1[C:4]([C:23]2[CH:28]=[CH:27][C:26]([CH3:29])=[CH:25][CH:24]=2)=[C:5]([CH2:14][NH:15][C:16](=[O:22])[O:17][C:18]([CH3:19])([CH3:20])[CH3:21])[C:6]([CH2:10][CH:11]([CH3:13])[CH3:12])=[N:7][C:8]=1[CH3:9].